Dataset: Reaction yield outcomes from USPTO patents with 853,638 reactions. Task: Predict the reaction yield, written as a fraction of the theoretical maximum amount of product (1.0 means a 100% yield; for example, 0.34 means a 34% yield). (1) The reactants are Cl.[CH3:2][C:3]1([CH3:7])[CH2:6][NH:5][CH2:4]1.CCN(CC)CC.[Br:15][C:16]1[CH:24]=[CH:23][C:19]([C:20](Cl)=[O:21])=[CH:18][CH:17]=1. The catalyst is C(Cl)Cl. The product is [Br:15][C:16]1[CH:24]=[CH:23][C:19]([C:20]([N:5]2[CH2:6][C:3]([CH3:7])([CH3:2])[CH2:4]2)=[O:21])=[CH:18][CH:17]=1. The yield is 0.880. (2) The reactants are Br[C:2]1[CH:3]=[C:4]([CH:8]=[CH:9][C:10]=1[OH:11])[C:5]([OH:7])=[O:6].[C:12]1(B(O)O)[CH:17]=[CH:16][CH:15]=[CH:14][CH:13]=1.C(=O)([O-])[O-].[Cs+].[Cs+].Cl. The catalyst is CN(C=O)C.C([O-])(=O)C.[Pd+2].C([O-])(=O)C.O. The product is [C:12]1([C:2]2[CH:3]=[C:4]([CH:8]=[CH:9][C:10]=2[OH:11])[C:5]([OH:7])=[O:6])[CH:17]=[CH:16][CH:15]=[CH:14][CH:13]=1. The yield is 0.670. (3) The reactants are [O:1]=[C:2]1[C:7]([CH2:8][C:9]2[CH:14]=[CH:13][C:12]([C:15]3[C:16]([C:21]#[N:22])=[CH:17][CH:18]=[CH:19][CH:20]=3)=[CH:11][CH:10]=2)=[C:6]([CH2:23][CH2:24][CH3:25])[N:5]2[N:26]=[CH:27][N:28]=[C:4]2[NH:3]1.I[CH2:30][C:31]([CH3:34])([CH3:33])[CH3:32].C(=O)([O-])[O-].[Cs+].[Cs+].CN(C)C(=O)C. The catalyst is C(OCC)(=O)C. The product is [CH3:30][C:31]([CH3:34])([CH3:33])[CH2:32][N:3]1[C:2](=[O:1])[C:7]([CH2:8][C:9]2[CH:10]=[CH:11][C:12]([C:15]3[C:16]([C:21]#[N:22])=[CH:17][CH:18]=[CH:19][CH:20]=3)=[CH:13][CH:14]=2)=[C:6]([CH2:23][CH2:24][CH3:25])[N:5]2[N:26]=[CH:27][N:28]=[C:4]12. The yield is 0.670. (4) The reactants are [N:1]1[C:2]([C:10]([NH:12][C@@H:13]2[CH2:18][CH2:17][C@H:16]([NH:19]C(=O)OC(C)(C)C)[CH2:15][CH2:14]2)=[O:11])=[CH:3][N:4]2[CH:9]=[CH:8][CH:7]=[CH:6][C:5]=12. The catalyst is Cl. The product is [NH2:19][C@@H:16]1[CH2:15][CH2:14][C@H:13]([NH:12][C:10]([C:2]2[N:1]=[C:5]3[CH:6]=[CH:7][CH:8]=[CH:9][N:4]3[CH:3]=2)=[O:11])[CH2:18][CH2:17]1. The yield is 0.400. (5) The reactants are [F:1][C:2]([F:13])([F:12])[C:3]1[CH:4]=[C:5]([CH:7]=[CH:8][C:9]=1[C:10]#[N:11])[NH2:6].[C:14]1(=O)[O:19][C:17](=[O:18])[CH:16]=[CH:15]1. The catalyst is C(O)(=O)C. The product is [O:18]=[C:17]1[CH:16]=[CH:15][C:14](=[O:19])[N:6]1[C:5]1[CH:7]=[CH:8][C:9]([C:10]#[N:11])=[C:3]([C:2]([F:12])([F:13])[F:1])[CH:4]=1. The yield is 0.610. (6) The reactants are [F:1][C:2]1[CH:7]=[CH:6][C:5]([N:8]2[C:12]([CH2:13][OH:14])=[CH:11][C:10]([C:15]([F:18])([F:17])[F:16])=[N:9]2)=[CH:4][C:3]=1[C:19]#[N:20].I([O-])(=O)(=O)=[O:22].[Na+]. The catalyst is C(#N)C.O.[Ru](Cl)(Cl)Cl. The product is [F:1][C:2]1[CH:7]=[CH:6][C:5]([N:8]2[C:12]([C:13]([OH:22])=[O:14])=[CH:11][C:10]([C:15]([F:17])([F:16])[F:18])=[N:9]2)=[CH:4][C:3]=1[C:19]#[N:20]. The yield is 0.570. (7) The reactants are [Cl:1][C:2]1[CH:3]=[C:4]([C:8]2[CH:16]=[CH:15][CH:14]=[C:13]3[C:9]=2[CH2:10][C:11](=[O:17])[NH:12]3)[CH:5]=[CH:6][CH:7]=1.[CH2:18]([N:20]([CH2:34][CH3:35])[CH2:21][CH2:22][NH:23][C:24]([C:26]1[C:30]([CH3:31])=[C:29]([CH:32]=O)[NH:28][CH:27]=1)=[O:25])[CH3:19]. The catalyst is C(O)C.N1CCCCC1. The product is [CH2:34]([N:20]([CH2:18][CH3:19])[CH2:21][CH2:22][NH:23][C:24]([C:26]1[C:30]([CH3:31])=[C:29]([CH:32]=[C:10]2[C:9]3[C:13](=[CH:14][CH:15]=[CH:16][C:8]=3[C:4]3[CH:5]=[CH:6][CH:7]=[C:2]([Cl:1])[CH:3]=3)[NH:12][C:11]2=[O:17])[NH:28][CH:27]=1)=[O:25])[CH3:35]. The yield is 0.720. (8) The reactants are [CH2:1]([N:8]([CH2:27][C:28]1[CH:33]=[CH:32][CH:31]=[CH:30][CH:29]=1)[C@@H:9]([CH2:16][C:17]1[CH:22]=[CH:21][C:20]([C:23]([F:26])([F:25])[F:24])=[CH:19][CH:18]=1)[C:10](N(OC)C)=[O:11])[C:2]1[CH:7]=[CH:6][CH:5]=[CH:4][CH:3]=1.C1COCC1.[H-].[Al+3].[Li+].[H-].[H-].[H-]. The catalyst is CCOC(C)=O. The product is [CH2:27]([N:8]([CH2:1][C:2]1[CH:3]=[CH:4][CH:5]=[CH:6][CH:7]=1)[C@@H:9]([CH2:16][C:17]1[CH:22]=[CH:21][C:20]([C:23]([F:26])([F:25])[F:24])=[CH:19][CH:18]=1)[CH:10]=[O:11])[C:28]1[CH:33]=[CH:32][CH:31]=[CH:30][CH:29]=1. The yield is 0.833. (9) The reactants are [CH3:1][C:2]1[CH:3]=[C:4]([C:12](=O)[CH2:13][C:14](=O)[C:15]([F:18])([F:17])[F:16])[CH:5]=[CH:6][C:7]=1[C:8]([F:11])([F:10])[F:9].[NH2:21][C:22]1[C:26]([C:27]2[CH:32]=[C:31]([CH3:33])[N:30]=[C:29]([CH3:34])[CH:28]=2)=[CH:25][NH:24][N:23]=1. No catalyst specified. The product is [CH3:1][C:2]1[CH:3]=[C:4]([C:12]2[CH:13]=[C:14]([C:15]([F:18])([F:17])[F:16])[N:23]3[N:24]=[CH:25][C:26]([C:27]4[CH:32]=[C:31]([CH3:33])[N:30]=[C:29]([CH3:34])[CH:28]=4)=[C:22]3[N:21]=2)[CH:5]=[CH:6][C:7]=1[C:8]([F:11])([F:10])[F:9]. The yield is 0.480. (10) The reactants are [CH2:1]([O:3][C:4]1[CH:5]=[C:6]([CH:12]([C:14]2[CH:19]=[CH:18][CH:17]=[C:16]([O:20][CH3:21])[CH:15]=2)[OH:13])[CH:7]=[CH:8][C:9]=1[O:10][CH3:11])[CH3:2]. The catalyst is C(Cl)Cl.O=[Mn]=O. The product is [CH2:1]([O:3][C:4]1[CH:5]=[C:6]([C:12]([C:14]2[CH:19]=[CH:18][CH:17]=[C:16]([O:20][CH3:21])[CH:15]=2)=[O:13])[CH:7]=[CH:8][C:9]=1[O:10][CH3:11])[CH3:2]. The yield is 0.920.